The task is: Predict the reactants needed to synthesize the given product.. This data is from Full USPTO retrosynthesis dataset with 1.9M reactions from patents (1976-2016). (1) Given the product [Br:1][C:5]1[CH:4]=[N:3][C:12]2[C:7]([CH:6]=1)=[CH:8][C:9]([CH:13]=[O:14])=[CH:10][CH:11]=2, predict the reactants needed to synthesize it. The reactants are: [Br:1]Br.[N:3]1[C:12]2[C:7](=[CH:8][C:9]([CH:13]=[O:14])=[CH:10][CH:11]=2)[CH:6]=[CH:5][CH:4]=1. (2) Given the product [CH2:15]([N:14]1[C:1](=[NH:2])[C:3]2[C:8]([O:9][CH3:10])=[CH:7][CH:6]=[CH:5][C:4]=2[S:11]1(=[O:13])=[O:12])[CH3:16], predict the reactants needed to synthesize it. The reactants are: [C:1]([C:3]1[C:8]([O:9][CH3:10])=[CH:7][CH:6]=[CH:5][C:4]=1[S:11]([NH:14][CH2:15][CH3:16])(=[O:13])=[O:12])#[N:2].C(=O)([O-])[O-].[K+].[K+].Cl.